This data is from Peptide-MHC class II binding affinity with 134,281 pairs from IEDB. The task is: Regression. Given a peptide amino acid sequence and an MHC pseudo amino acid sequence, predict their binding affinity value. This is MHC class II binding data. (1) The peptide sequence is PCKGDSVTIKLDGNL. The MHC is HLA-DPA10201-DPB10501 with pseudo-sequence HLA-DPA10201-DPB10501. The binding affinity (normalized) is 0. (2) The peptide sequence is WELGLSPQQICTNFK. The MHC is DRB1_1101 with pseudo-sequence DRB1_1101. The binding affinity (normalized) is 0.192. (3) The peptide sequence is VAWQVKLLPVPPTVT. The MHC is DRB1_0401 with pseudo-sequence DRB1_0401. The binding affinity (normalized) is 0.532. (4) The peptide sequence is PEKPDSVTPMILKAQK. The MHC is DRB1_0301 with pseudo-sequence DRB1_0301. The binding affinity (normalized) is 0. (5) The binding affinity (normalized) is 0.334. The peptide sequence is ITQFILEHRAKGSCKYALPLRIPPSACLSPQ. The MHC is DRB1_0301 with pseudo-sequence DRB1_0301.